Dataset: Reaction yield outcomes from USPTO patents with 853,638 reactions. Task: Predict the reaction yield, written as a fraction of the theoretical maximum amount of product (1.0 means a 100% yield; for example, 0.34 means a 34% yield). (1) The reactants are [CH2:1]([O:3][C:4](=[O:22])[CH2:5][NH:6][CH2:7][CH2:8][NH:9][S:10]([C:13]1[S:14][C:15]2[CH:21]=[CH:20][CH:19]=[CH:18][C:16]=2[N:17]=1)(=[O:12])=[O:11])[CH3:2].[CH:23]([O:36][C:37]([NH:39][C:40]1[CH:45]=[CH:44][N:43]([CH2:46][C:47](O)=[O:48])[C:42](=[O:50])[N:41]=1)=[O:38])([C:30]1[CH:35]=[CH:34][CH:33]=[CH:32][CH:31]=1)[C:24]1[CH:29]=[CH:28][CH:27]=[CH:26][CH:25]=1. No catalyst specified. The product is [CH2:1]([O:3][C:4](=[O:22])[CH2:5][N:6]([CH2:7][CH2:8][NH:9][S:10]([C:13]1[S:14][C:15]2[CH:21]=[CH:20][CH:19]=[CH:18][C:16]=2[N:17]=1)(=[O:12])=[O:11])[C:47](=[O:48])[CH2:46][N:43]1[CH:44]=[CH:45][C:40]([NH:39][C:37]([O:36][CH:23]([C:24]2[CH:25]=[CH:26][CH:27]=[CH:28][CH:29]=2)[C:30]2[CH:35]=[CH:34][CH:33]=[CH:32][CH:31]=2)=[O:38])=[N:41][C:42]1=[O:50])[CH3:2]. The yield is 0.850. (2) The reactants are [H-].[Na+].[F:3][C:4]1[CH:11]=[CH:10][C:9]([F:12])=[CH:8][C:5]=1[CH:6]=O.[OH:13]S([O-])(=O)=O.[Na+].[CH2:19]1[CH2:23][O:22][CH2:21][CH2:20]1. The product is [CH2:21]([O:22][C:23](=[O:13])/[CH:19]=[CH:6]/[C:5]1[CH:8]=[C:9]([F:12])[CH:10]=[CH:11][C:4]=1[F:3])[CH3:20]. The catalyst is CC(=O)OCC. The yield is 1.00.